Dataset: Forward reaction prediction with 1.9M reactions from USPTO patents (1976-2016). Task: Predict the product of the given reaction. (1) Given the reactants C[O:2][C:3]1[CH:8]=[CH:7][C:6]([CH2:9][CH2:10][C:11]2[N:12]([CH2:27][CH2:28][CH3:29])[C:13](=[O:26])[N:14]([C:16]3[CH:21]=[CH:20][C:19]([C:22]([F:25])([F:24])[F:23])=[CH:18][CH:17]=3)[N:15]=2)=[CH:5][CH:4]=1.B(Br)(Br)Br, predict the reaction product. The product is: [OH:2][C:3]1[CH:8]=[CH:7][C:6]([CH2:9][CH2:10][C:11]2[N:12]([CH2:27][CH2:28][CH3:29])[C:13](=[O:26])[N:14]([C:16]3[CH:21]=[CH:20][C:19]([C:22]([F:25])([F:24])[F:23])=[CH:18][CH:17]=3)[N:15]=2)=[CH:5][CH:4]=1. (2) Given the reactants Cl.[F:2][C:3]([F:14])([F:13])[O:4][C:5]1[CH:10]=[CH:9][C:8]([NH:11][NH2:12])=[CH:7][CH:6]=1.[CH:15]([CH:17]([CH:23]=O)[C:18]([O:20][CH2:21][CH3:22])=[O:19])=O, predict the reaction product. The product is: [F:2][C:3]([F:13])([F:14])[O:4][C:5]1[CH:6]=[CH:7][C:8]([N:11]2[CH:23]=[C:17]([C:18]([O:20][CH2:21][CH3:22])=[O:19])[CH:15]=[N:12]2)=[CH:9][CH:10]=1.